This data is from Full USPTO retrosynthesis dataset with 1.9M reactions from patents (1976-2016). The task is: Predict the reactants needed to synthesize the given product. (1) Given the product [C:1]([O:5][C:6]([N:8]1[C:16]2[C:11](=[CH:12][C:13]([C:23]#[C:22][CH2:21][CH2:20][CH2:19][OH:24])=[CH:14][CH:15]=2)[C:10]([CH3:18])=[CH:9]1)=[O:7])([CH3:4])([CH3:3])[CH3:2], predict the reactants needed to synthesize it. The reactants are: [C:1]([O:5][C:6]([N:8]1[C:16]2[C:11](=[CH:12][C:13](Br)=[CH:14][CH:15]=2)[C:10]([CH3:18])=[CH:9]1)=[O:7])([CH3:4])([CH3:3])[CH3:2].[CH2:19]([OH:24])[CH2:20][CH2:21][C:22]#[CH:23]. (2) Given the product [CH:32]1([N:15]([C:16]2[CH:21]=[CH:20][C:19]([O:22][CH3:23])=[C:18]([F:24])[CH:17]=2)[C:13](=[O:14])[N:12]([CH3:61])[C:10]2[S:11][C:7]([S:6][CH2:5][C:4]([OH:3])=[O:31])=[CH:8][N:9]=2)[CH2:36][CH2:35][CH2:34][CH2:33]1, predict the reactants needed to synthesize it. The reactants are: C([O:3][C:4](=[O:31])[CH2:5][S:6][C:7]1[S:11][C:10]([NH:12][C:13]([N:15](CC2CCCC2)[C:16]2[CH:21]=[CH:20][C:19]([O:22][CH3:23])=[C:18]([F:24])[CH:17]=2)=[O:14])=[N:9][CH:8]=1)C.[CH:32]1(N(C2C=CC(S(C)(=O)=O)=CC=2)C(=O)N(C)C2SC=C(CC(O)=O)N=2)[CH2:36][CH2:35][CH2:34][CH2:33]1.[CH:61]1(CNC2C=CC(OC)=C(F)C=2)CCCC1.C(OC(=O)CSC1SC(N)=NC=1)C.